From a dataset of Forward reaction prediction with 1.9M reactions from USPTO patents (1976-2016). Predict the product of the given reaction. Given the reactants [NH2:1][C:2]1[C:6]([C:7]#[N:8])=[C:5]([C:9]2[CH:14]=[CH:13][C:12]([NH:15][C:16]([NH:18][C:19]3[CH:24]=[C:23]([CH3:25])[CH:22]=[CH:21][C:20]=3[F:26])=[O:17])=[CH:11][CH:10]=2)[S:4][N:3]=1.Cl.CC[O:30]C(C)=O, predict the reaction product. The product is: [NH2:1][C:2]1[C:6]([C:7]([NH2:8])=[O:30])=[C:5]([C:9]2[CH:14]=[CH:13][C:12]([NH:15][C:16]([NH:18][C:19]3[CH:24]=[C:23]([CH3:25])[CH:22]=[CH:21][C:20]=3[F:26])=[O:17])=[CH:11][CH:10]=2)[S:4][N:3]=1.